This data is from Reaction yield outcomes from USPTO patents with 853,638 reactions. The task is: Predict the reaction yield, written as a fraction of the theoretical maximum amount of product (1.0 means a 100% yield; for example, 0.34 means a 34% yield). (1) The reactants are [CH3:1][C:2]1[N:3]=[C:4]([C:14]2[CH:19]=[CH:18][CH:17]=[CH:16][CH:15]=2)[O:5][C:6]=1[C:7]1[CH:8]=[C:9]([CH2:12][NH2:13])[NH:10][N:11]=1.[C:20]([O:23][CH2:24][CH3:25])(=[O:22])C. The catalyst is C([O-])(O)=O.[Na+].ClC(OC)=O. The product is [CH2:24]([O:23][C:20](=[O:22])[NH:13][CH2:12][C:9]1[NH:10][N:11]=[C:7]([C:6]2[O:5][C:4]([C:14]3[CH:19]=[CH:18][CH:17]=[CH:16][CH:15]=3)=[N:3][C:2]=2[CH3:1])[CH:8]=1)[CH3:25]. The yield is 0.740. (2) The reactants are [CH3:1][C:2]1([CH3:16])[C:6]([CH3:8])([CH3:7])[O:5][B:4]([C:9]2[CH:10]=[C:11]([CH:13]=[CH:14][CH:15]=2)[NH2:12])[O:3]1.Cl[C:18]1[N:23]=[C:22]([CH3:24])[CH:21]=[CH:20][N:19]=1.O1CCOCC1.CS(O)(=O)=O. The catalyst is C(OCC)(=O)C. The product is [CH3:24][C:22]1[CH:21]=[CH:20][N:19]=[C:18]([NH:12][C:11]2[CH:13]=[CH:14][CH:15]=[C:9]([B:4]3[O:3][C:2]([CH3:16])([CH3:1])[C:6]([CH3:7])([CH3:8])[O:5]3)[CH:10]=2)[N:23]=1. The yield is 0.580. (3) The reactants are [F:1][C:2]([F:14])([F:13])[C:3]1[C:11]2[CH:10]=[CH:9][CH:8]=[C:7]([OH:12])[C:6]=2[CH2:5][CH:4]=1.[H][H]. The catalyst is CO.CCOC(C)=O.[Pd]. The product is [F:1][C:2]([F:13])([F:14])[CH:3]1[C:11]2[CH:10]=[CH:9][CH:8]=[C:7]([OH:12])[C:6]=2[CH2:5][CH2:4]1. The yield is 0.970. (4) The yield is 0.230. The reactants are [F:1][C:2]([F:21])([F:20])[C:3]1[C:11]([C:12]#[N:13])=[CH:10][CH:9]=[C:8]2[C:4]=1[CH:5]=[C:6]([CH2:14][CH2:15][C:16]([F:19])([F:18])[F:17])[NH:7]2.C([O-])([O-])=O.[Cs+].[Cs+].[Br:28][C:29]1[CH:30]=[N:31][CH:32]=[C:33]([C:35]2[O:39][N:38]=[C:37]([CH2:40]Cl)[N:36]=2)[CH:34]=1. The product is [Br:28][C:29]1[CH:34]=[C:33]([C:35]2[O:39][N:38]=[C:37]([CH2:40][N:7]3[C:8]4[C:4](=[C:3]([C:2]([F:1])([F:20])[F:21])[C:11]([C:12]#[N:13])=[CH:10][CH:9]=4)[CH:5]=[C:6]3[CH2:14][CH2:15][C:16]([F:19])([F:18])[F:17])[N:36]=2)[CH:32]=[N:31][CH:30]=1. The catalyst is C(#N)C. (5) The catalyst is C(Cl)Cl. The reactants are C(O)(C(F)(F)F)=O.[F:8][C:9]([F:49])([F:48])[C:10]1[N:14]2[N:15]=[C:16]([N:19]3[CH2:24][CH2:23][CH:22]([C:25]4[CH:47]=[CH:46][C:28]([O:29][CH2:30][CH2:31][CH2:32][N:33]5[CH2:38][CH2:37][N:36](C(OC(C)(C)C)=O)[CH2:35][CH2:34]5)=[CH:27][CH:26]=4)[CH2:21][CH2:20]3)[CH2:17][CH2:18][C:13]2=[N:12][N:11]=1. The yield is 0.980. The product is [N:33]1([CH2:32][CH2:31][CH2:30][O:29][C:28]2[CH:27]=[CH:26][C:25]([CH:22]3[CH2:21][CH2:20][N:19]([C:16]4[CH2:17][CH2:18][C:13]5[N:14]([C:10]([C:9]([F:49])([F:48])[F:8])=[N:11][N:12]=5)[N:15]=4)[CH2:24][CH2:23]3)=[CH:47][CH:46]=2)[CH2:34][CH2:35][NH:36][CH2:37][CH2:38]1. (6) The yield is 0.800. The reactants are [CH3:1][N:2]1[C:10]2[C:5](=[CH:6][CH:7]=[CH:8][CH:9]=2)[CH:4]=[C:3]1[C:11]([OH:13])=O.C(Cl)(=O)C(Cl)=O.[NH2:20][C:21]1[CH:26]=[CH:25][C:24]([C:27]2[C:35]3[C:30](=[N:31][CH:32]=[N:33][C:34]=3[NH2:36])[N:29]([C@H:37]3[CH2:42][CH2:41][C@H:40]([N:43]4[CH2:48][CH2:47][N:46]([CH3:49])[CH2:45][CH2:44]4)[CH2:39][CH2:38]3)[N:28]=2)=[CH:23][C:22]=1[O:50][CH3:51]. The product is [NH2:36][C:34]1[N:33]=[CH:32][N:31]=[C:30]2[N:29]([C@H:37]3[CH2:42][CH2:41][C@H:40]([N:43]4[CH2:44][CH2:45][N:46]([CH3:49])[CH2:47][CH2:48]4)[CH2:39][CH2:38]3)[N:28]=[C:27]([C:24]3[CH:25]=[CH:26][C:21]([NH:20][C:11]([C:3]4[N:2]([CH3:1])[C:10]5[C:5]([CH:4]=4)=[CH:6][CH:7]=[CH:8][CH:9]=5)=[O:13])=[C:22]([O:50][CH3:51])[CH:23]=3)[C:35]=12. The catalyst is ClCCl.CN(C=O)C.N1C=CC=CC=1.